This data is from Forward reaction prediction with 1.9M reactions from USPTO patents (1976-2016). The task is: Predict the product of the given reaction. Given the reactants CCN(CC)CC.N1C=CC=CC=1.[CH2:14]([O:16][C:17]([C:19]1[NH:20][C:21]2[C:26]([C:27]=1[I:28])=[CH:25][C:24]([O:29][CH2:30][C:31]1[CH:36]=[CH:35][CH:34]=[CH:33][CH:32]=1)=[CH:23][CH:22]=2)=[O:18])[CH3:15].[CH:37]([O:40][C:41]1[CH:46]=[CH:45][C:44](B(O)O)=[CH:43][CH:42]=1)([CH3:39])[CH3:38], predict the reaction product. The product is: [CH2:14]([O:16][C:17]([C:19]1[N:20]([C:44]2[CH:45]=[CH:46][C:41]([O:40][CH:37]([CH3:39])[CH3:38])=[CH:42][CH:43]=2)[C:21]2[C:26]([C:27]=1[I:28])=[CH:25][C:24]([O:29][CH2:30][C:31]1[CH:36]=[CH:35][CH:34]=[CH:33][CH:32]=1)=[CH:23][CH:22]=2)=[O:18])[CH3:15].